Dataset: Catalyst prediction with 721,799 reactions and 888 catalyst types from USPTO. Task: Predict which catalyst facilitates the given reaction. (1) Reactant: [CH:1]([O:4][C:5]1[CH:13]=[CH:12][C:11]([S:14]([CH3:17])(=[O:16])=[O:15])=[CH:10][C:6]=1[C:7]([OH:9])=O)([CH3:3])[CH3:2].[CH3:18][O:19][C:20]1[CH:34]=[CH:33][C:23]2[N:24]=[C:25]([N:27]3[CH2:32][CH2:31][NH:30][CH2:29][CH2:28]3)[S:26][C:22]=2[CH:21]=1. Product: [CH:1]([O:4][C:5]1[CH:13]=[CH:12][C:11]([S:14]([CH3:17])(=[O:16])=[O:15])=[CH:10][C:6]=1[C:7]([N:30]1[CH2:31][CH2:32][N:27]([C:25]2[S:26][C:22]3[CH:21]=[C:20]([O:19][CH3:18])[CH:34]=[CH:33][C:23]=3[N:24]=2)[CH2:28][CH2:29]1)=[O:9])([CH3:2])[CH3:3]. The catalyst class is: 7. (2) Reactant: [CH2:1]([O:8][C:9]1[CH:10]=[C:11]([CH:15]=[CH:16][C:17]=1[Br:18])[C:12]([OH:14])=O)[C:2]1[CH:7]=[CH:6][CH:5]=[CH:4][CH:3]=1.CN(C=O)C.S(Cl)(Cl)=O.[F:28][C:29]([F:38])([F:37])[C:30]1[CH:35]=[CH:34][N:33]=[C:32]([NH2:36])[CH:31]=1. Product: [CH2:1]([O:8][C:9]1[CH:10]=[C:11]([CH:15]=[CH:16][C:17]=1[Br:18])[C:12]([NH:36][C:32]1[CH:31]=[C:30]([C:29]([F:37])([F:28])[F:38])[CH:35]=[CH:34][N:33]=1)=[O:14])[C:2]1[CH:3]=[CH:4][CH:5]=[CH:6][CH:7]=1. The catalyst class is: 64. (3) The catalyst class is: 154. Product: [F:1][C:2]1[CH:10]=[C:9]([F:11])[C:8]([F:12])=[CH:7][C:3]=1[C:4]([NH:22][S:19]([C:13]1[CH:18]=[CH:17][CH:16]=[CH:15][CH:14]=1)(=[O:21])=[O:20])=[O:6]. Reactant: [F:1][C:2]1[CH:10]=[C:9]([F:11])[C:8]([F:12])=[CH:7][C:3]=1[C:4]([OH:6])=O.[C:13]1([S:19]([NH2:22])(=[O:21])=[O:20])[CH:18]=[CH:17][CH:16]=[CH:15][CH:14]=1. (4) Reactant: [CH3:1][N:2]([CH2:18][C:19]1[CH:24]=[CH:23][CH:22]=[C:21]([C:25](=[O:59])[NH:26][C:27]2[CH:32]=[CH:31][C:30]([N:33]3[CH2:38][CH2:37][CH2:36][CH2:35][CH2:34]3)=[CH:29][C:28]=2[C:39]2[CH:44]=[C:43]([C:45](=[O:58])[NH:46][CH2:47][C:48]3[CH:53]=[CH:52][CH:51]=[C:50]([C:54]([F:57])([F:56])[F:55])[CH:49]=3)[CH:42]=[CH:41][N:40]=2)[N:20]=1)[CH2:3][CH2:4][N:5]1[CH2:10][CH2:9][N:8]([C:11](OC(C)(C)C)=O)[CH2:7][CH2:6]1.ClCCl.C(O)(C(F)(F)F)=O.CN(CC1N=C(C(NC2C=CC(N3CCCCC3)=CC=2C2C=C(C(=O)NCC3C=CC=C(C(F)(F)F)C=3)C=CN=2)=O)C=CC=1)CCN1CCNCC1.[BH-](OC(C)=O)(OC(C)=O)OC(C)=O.[Na+].C=O. Product: [CH3:1][N:2]([CH2:18][C:19]1[N:20]=[C:21]([C:25]([NH:26][C:27]2[CH:32]=[CH:31][C:30]([N:33]3[CH2:34][CH2:35][CH2:36][CH2:37][CH2:38]3)=[CH:29][C:28]=2[C:39]2[CH:44]=[C:43]([C:45](=[O:58])[NH:46][CH2:47][C:48]3[CH:53]=[CH:52][CH:51]=[C:50]([C:54]([F:55])([F:57])[F:56])[CH:49]=3)[CH:42]=[CH:41][N:40]=2)=[O:59])[CH:22]=[CH:23][CH:24]=1)[CH2:3][CH2:4][N:5]1[CH2:10][CH2:9][N:8]([CH3:11])[CH2:7][CH2:6]1. The catalyst class is: 7. (5) Reactant: Br[C:2]1[C:7]([N+:8]([O-:10])=[O:9])=[CH:6][C:5]([Br:11])=[CH:4][N:3]=1.[NH2:12][CH:13]1[CH2:18][CH2:17][N:16]([C:19]([O:21][C:22]([CH3:25])([CH3:24])[CH3:23])=[O:20])[CH2:15][CH2:14]1. Product: [Br:11][C:5]1[CH:6]=[C:7]([N+:8]([O-:10])=[O:9])[C:2]([NH:12][CH:13]2[CH2:14][CH2:15][N:16]([C:19]([O:21][C:22]([CH3:25])([CH3:24])[CH3:23])=[O:20])[CH2:17][CH2:18]2)=[N:3][CH:4]=1. The catalyst class is: 148. (6) Reactant: [CH3:1][C:2]1[NH:7][C:6](=[O:8])[C:5]([C:9]#[N:10])=[C:4]([CH:11]([CH3:13])[CH3:12])[CH:3]=1.[B-](F)(F)(F)[F:15].[B-](F)(F)(F)F.C1[N+]2(CCl)CC[N+](F)(CC2)C1. Product: [F:15][C:3]1[C:4]([CH:11]([CH3:13])[CH3:12])=[C:5]([C:9]#[N:10])[C:6](=[O:8])[NH:7][C:2]=1[CH3:1]. The catalyst class is: 23.